From a dataset of Full USPTO retrosynthesis dataset with 1.9M reactions from patents (1976-2016). Predict the reactants needed to synthesize the given product. (1) Given the product [CH:22]1([CH2:25][O:26][C:27]2[CH:28]=[C:29]([C:30]([NH:1][CH:2]3[CH2:7][CH2:6][CH:5]([O:8][C:9](=[O:11])[CH3:10])[CH2:4][CH:3]3[C:12]3[CH:17]=[CH:16][C:15]([O:18][CH3:19])=[C:14]([O:20][CH3:21])[CH:13]=3)=[O:31])[CH:33]=[CH:34][C:35]=2[O:36][CH2:37][CH:38]2[CH2:39][CH2:40]2)[CH2:24][CH2:23]1, predict the reactants needed to synthesize it. The reactants are: [NH2:1][CH:2]1[CH2:7][CH2:6][CH:5]([O:8][C:9](=[O:11])[CH3:10])[CH2:4][CH:3]1[C:12]1[CH:17]=[CH:16][C:15]([O:18][CH3:19])=[C:14]([O:20][CH3:21])[CH:13]=1.[CH:22]1([CH2:25][O:26][C:27]2[CH:28]=[C:29]([CH:33]=[CH:34][C:35]=2[O:36][CH2:37][CH:38]2[CH2:40][CH2:39]2)[C:30](Cl)=[O:31])[CH2:24][CH2:23]1. (2) Given the product [OH:1][CH:2]([C:6]1[CH:11]=[CH:10][C:9]([C:12]2[N:16]=[C:15]([C:17]3[O:21][N:20]=[C:19]([C:22]4[CH:27]=[CH:26][CH:25]=[CH:24][CH:23]=4)[C:18]=3[C:28]([F:31])([F:30])[F:29])[O:14][N:13]=2)=[CH:8][CH:7]=1)[C:3]([NH:40][CH:38]([C:34]1[N:33]([CH3:32])[CH:37]=[N:36][N:35]=1)[CH3:39])=[O:4], predict the reactants needed to synthesize it. The reactants are: [OH:1][CH:2]([C:6]1[CH:11]=[CH:10][C:9]([C:12]2[N:16]=[C:15]([C:17]3[O:21][N:20]=[C:19]([C:22]4[CH:27]=[CH:26][CH:25]=[CH:24][CH:23]=4)[C:18]=3[C:28]([F:31])([F:30])[F:29])[O:14][N:13]=2)=[CH:8][CH:7]=1)[C:3](O)=[O:4].[CH3:32][N:33]1[CH:37]=[N:36][N:35]=[C:34]1[CH:38]([NH2:40])[CH3:39].CN1CCOCC1.CN(C(ON1N=NC2C=CC=NC1=2)=[N+](C)C)C.F[P-](F)(F)(F)(F)F. (3) Given the product [F:36][C:37]1[CH:44]=[CH:43][C:40]([CH2:41][N:11]([CH2:12][C:13]2[CH:14]=[C:15]([C:19]3[CH:20]=[C:21]([C:29]([CH3:33])([CH3:32])[C:30]#[N:31])[CH:22]=[C:23]4[C:28]=3[N:27]=[CH:26][CH:25]=[CH:24]4)[CH:16]=[CH:17][CH:18]=2)[C:8]2[CH:9]=[CH:10][C:5]([S:2][CH3:1])=[CH:6][CH:7]=2)=[CH:39][CH:38]=1, predict the reactants needed to synthesize it. The reactants are: [CH3:1][S:2]([C:5]1[CH:10]=[CH:9][C:8]([NH:11][CH2:12][C:13]2[CH:14]=[C:15]([C:19]3[CH:20]=[C:21]([C:29]([CH3:33])([CH3:32])[C:30]#[N:31])[CH:22]=[C:23]4[C:28]=3[N:27]=[CH:26][CH:25]=[CH:24]4)[CH:16]=[CH:17][CH:18]=2)=[CH:7][CH:6]=1)(=O)=O.[H-].[Na+].[F:36][C:37]1[CH:44]=[CH:43][C:40]([CH2:41]Br)=[CH:39][CH:38]=1.